Dataset: Drug-target binding data from BindingDB using Ki measurements. Task: Regression. Given a target protein amino acid sequence and a drug SMILES string, predict the binding affinity score between them. We predict pKi (pKi = -log10(Ki in M); higher means stronger inhibition). Dataset: bindingdb_ki. (1) The drug is N#C[S-]. The target protein sequence is MKKTTWVLAMAASMSFGVQASEWGYEGEHAPEHWGKVAPLCAEGKNQSPIDVAQSVEADLQPFTLNYQGQVVGLLNNGHTLQAIVSGNNPLQIDGKTFQLKQFHFHTPSENLLKGKQFPLEAHFVHADEQGNLAVVAVMYQVGSESPLLKALTADMPTKGNSTQLTQGIPLADWIPESKHYYRFNGSLTTPPCSEGVRWIVLKEPAHVSNQQEQQLSAVMGHNNRPVQPHNARLVLQAD. The pKi is 3.1. (2) The drug is CCC(C)C(NC(=O)C(CO)NC(=O)C(CC(N)=O)NC(=O)C(CC(C)C)NC(=O)C(Cc1ccc(O)cc1)NC(=O)C(CCCCN)NC(=O)C(CCCCN)NC(=O)C(NC(=O)C(C)NC(=O)C(CCSC)NC(=O)C(CCC(N)=O)NC(=O)C(CCCCN)NC(=O)C(CCCN=C(N)N)NC(=O)C(CC(C)C)NC(=O)C(CCCN=C(N)N)NC(=O)C(NC(=O)C(Cc1ccc(O)cc1)NC(=O)C(CC(N)=O)NC(=O)C(CC(=O)O)NC(=O)C(NC(=O)C(Cc1ccccc1)NC(=O)C(NC(=O)C(C)NC(=O)C(CC(=O)O)NC(=O)C(CO)NC(=O)C(N)Cc1cnc[nH]1)C(C)C)C(C)O)C(C)O)C(C)C)C(=O)NC(CC(C)C)C(=O)NC(CC(N)=O)C(=O)O. The target protein (P32241) has sequence MRPPSPLPARWLCVLAGALAWALGPAGGQAARLQEECDYVQMIEVQHKQCLEEAQLENETIGCSKMWDNLTCWPATPRGQVVVLACPLIFKLFSSIQGRNVSRSCTDEGWTHLEPGPYPIACGLDDKAASLDEQQTMFYGSVKTGYTIGYGLSLATLLVATAILSLFRKLHCTRNYIHMHLFISFILRAAAVFIKDLALFDSGESDQCSEGSVGCKAAMVFFQYCVMANFFWLLVEGLYLYTLLAVSFFSERKYFWGYILIGWGVPSTFTMVWTIARIHFEDYGCWDTINSSLWWIIKGPILTSILVNFILFICIIRILLQKLRPPDIRKSDSSPYSRLARSTLLLIPLFGVHYIMFAFFPDNFKPEVKMVFELVVGSFQGFVVAILYCFLNGEVQAELRRKWRRWHLQGVLGWNPKYRHPSGGSNGATCSTQVSMLTRVSPGARRSSSFQAEVSLV. The pKi is 8.8. (3) The small molecule is CN1CCN(c2ccnc(N)n2)CC1. The target protein (Q9Y5N1) has sequence MERAPPDGPLNASGALAGEAAAAGGARGFSAAWTAVLAALMALLIVATVLGNALVMLAFVADSSLRTQNNFFLLNLAISDFLVGAFCIPLYVPYVLTGRWTFGRGLCKLWLVVDYLLCTSSAFNIVLISYDRFLSVTRAVSYRAQQGDTRRAVRKMLLVWVLAFLLYGPAILSWEYLSGGSSIPEGHCYAEFFYNWYFLITASTLEFFTPFLSVTFFNLSIYLNIQRRTRLRLDGAREAAGPEPPPEAQPSPPPPPGCWGCWQKGHGEAMPLHRYGVGEAAVGAEAGEATLGGGGGGGSVASPTSSSGSSSRGTERPRSLKRGSKPSASSASLEKRMKMVSQSFTQRFRLSRDRKVAKSLAVIVSIFGLCWAPYTLLMIIRAACHGHCVPDYWYETSFWLLWANSAVNPVLYPLCHHSFRRAFTKLLCPQKLKIQPHSSLEHCWK. The pKi is 7.9. (4) The drug is N#C[C@@H]1CCCN1C(=O)[C@@H](N)C1CCCC1. The target protein (P14740) has sequence MKTPWKVLLGLLGVAALVTIITVPVVLLNKDEAAADSRRTYTLADYLKNTFRVKSYSLRWVSDSEYLYKQENNILLFNAEHGNSSIFLENSTFEIFGDSISDYSVSPDRLFVLLEYNYVKQWRHSYTASYSIYDLNKRQLITEEKIPNNTQWITWSQEGHKLAYVWKNDIYVKIEPHLPSHRITSTGKENVIFNGINDWVYEEEIFGAYSALWWSPNGTFLAYAQFNDTGVPLIEYSFYSDESLQYPKTVWIPYPKAGAVNPTVKFFIVNTDSLSSTTTTIPMQITAPASVTTGDHYLCDVAWVSEDRISLQWLRRIQNYSVMAICDYDKTTLVWNCPTTQEHIETSATGWCGRFRPAEPHFTSDGSSFYKIVSDKDGYKHICQFQKDRKPEQVCTFITKGAWEVISIEALTSDYLYYISNEYKEMPGGRNLYKIQLTDHTNKKCLSCDLNPERCQYYSVSLSKEAKYYQLGCRGPGLPLYTLHRSTDQKELRVLEDNSA.... The pKi is 9.0. (5) The compound is O=C1OC(c2ccc(OS(=O)(=O)O)cc2)(c2ccc(OS(=O)(=O)O)cc2)c2c(Br)ccc(Br)c21. The target protein (Q9R1U7) has sequence MTFSEILDRVGSMGPFQYLHVTLLALPVLGIANHNLLQIFTATTPVHHCRPPPNASIGPWVLPLDPNGKPEKCLRFVHLPNASLPNDTQRATEPCLDGWIYNSTRDTIVIEWDLVCSSNKLKEMAQSIFMAGILVGGPVIGELSDRFGRKPILTWSYLMLAASGSGAAFSPSLPVYMIFRFLCGCSISGISLSTVILNVEWVPTSMRAISSTSIGYCYTIGQFILSGLAYAIPQWRWLQLTSSAPFFIFSLLSWWVPESIRWLVLSGKYSKALKTLQRVATFNGKKEEGKKLTIEELKFNLQKDITSAKVKYGLSDLFRVSILRRVTFCLSLAWFSTGFAYYSLAMGVEEFGVNIYILQIIFGGVDIPAKFITILSLSYLGRRITQSFLLLLAGGAILALIFVPSEMQLLRTALAVFGKGCLSGSFSCLFLYTSELYPTVLRQTGMGISNVWARVGSMIAPLVKITGELQPFIPNVIFGTTALLGGSAAFFLLETLNRPL.... The pKi is 5.5. (6) The pKi is 4.3. The target protein (O75530) has sequence MSEREVSTAPAGTDMPAAKKQKLSSDENSNPDLSGDENDDAVSIESGTNTERPDTPTNTPNAPGRKSWGKGKWKSKKCKYSFKCVNSLKEDHNQPLFGVQFNWHSKEGDPLVFATVGSNRVTLYECHSQGEIRLLQSYVDADADENFYTCAWTYDSNTSHPLLAVAGSRGIIRIINPITMQCIKHYVGHGNAINELKFHPRDPNLLLSVSKDHALRLWNIQTDTLVAIFGGVEGHRDEVLSADYDLLGEKIMSCGMDHSLKLWRINSKRMMNAIKESYDYNPNKTNRPFISQKIHFPDFSTRDIHRNYVDCVRWLGDLILSKSCENAIVCWKPGKMEDDIDKIKPSESNVTILGRFDYSQCDIWYMRFSMDFWQKMLALGNQVGKLYVWDLEVEDPHKAKCTTLTHHKCGAAIRQTSFSRDSSILIAVCDDASIWRWDRLR. The drug is Cc1nc2ncccn2c1CN1C[C@H](c2cn(C)c3ccccc23)[C@@H](N(C)C)C1. (7) The small molecule is O=C(Cc1cccs1)Nc1cccc(B(O)O)c1. The target protein sequence is MFKTTLCALLITASCSTFAAPQQINDIVHRTITPLIEQQKIPGMAVAVIYQGKPYYFTWGYADIAKKQPVTQQTLFELGSVSKTFTGVLGGDAIARGEIKLSDPTTKYWPELTAKQWNGITLLHLATYTAGGLPLQVPDEVKSSSDLLRFYQNWQPAWAPGTQRLYANSSIGLFGALAVKPSGLSFEQAMQTRVFQPLKLNHTWINVPPAEEKNYAWGYREGKAVHVSPGALDAEAYGVKSTIEDMARWVQSNLKPLDINEKTLQQGIQLAQSRYWQTGDMYQGLGWEMLDWPVNPDSIINGSDNKIALAARPVKAITPPTPAVRASWVHKTGATGGFGSYVAFIPEKELGIVMLANKNYPNPARVDAAWQILNALQ. The pKi is 4.6. (8) The small molecule is N#Cc1cc2ccc(O)cc2oc1=O. The target protein (Q16790) has sequence MAPLCPSPWLPLLIPAPAPGLTVQLLLSLLLLVPVHPQRLPRMQEDSPLGGGSSGEDDPLGEEDLPSEEDSPREEDPPGEEDLPGEEDLPGEEDLPEVKPKSEEEGSLKLEDLPTVEAPGDPQEPQNNAHRDKEGDDQSHWRYGGDPPWPRVSPACAGRFQSPVDIRPQLAAFCPALRPLELLGFQLPPLPELRLRNNGHSVQLTLPPGLEMALGPGREYRALQLHLHWGAAGRPGSEHTVEGHRFPAEIHVVHLSTAFARVDEALGRPGGLAVLAAFLEEGPEENSAYEQLLSRLEEIAEEGSETQVPGLDISALLPSDFSRYFQYEGSLTTPPCAQGVIWTVFNQTVMLSAKQLHTLSDTLWGPGDSRLQLNFRATQPLNGRVIEASFPAGVDSSPRAAEPVQLNSCLAAGDILALVFGLLFAVTSVAFLVQMRRQHRRGTKGGVSYRPAEVAETGA. The pKi is 6.6. (9) The small molecule is CC1CCN([C@H](C)COc2ccc(Cl)cc2)CC1. The target protein (Q60490) has sequence MATTSTGPLHPYWPRHLRLDHFVPNDLSAWYIVTVLFTVFGALVVTMWLLSSRASVVPLGTWRRLSVCWFAVCAFVHLVIEGWFVLYQKAILGDQAFLSQLWKEYAKGDSRYIIEDNFIICMESITVVLWGPLSLWAVIAFLRQHPSRYVLQFVISLGQIYGDLLYFLTEYRDGFQHGEMGHPIYFWFYFFFMNVLWLVIPGVLFFDSVKQFYGAQNALDTKVMKSKGK. The pKi is 7.6. (10) The drug is CC[C@H](C)[C@H](NC(=O)[C@H](CO)NC(=O)[C@H](C)NC(=O)[C@H](CC(C)C)NC(=O)[C@H](Cc1ccc(O)cc1)NC(=O)[C@H](CCCCN)NC(=O)[C@H](CCCCN)NC(=O)[C@@H](NC(=O)[C@H](C)NC(=O)[C@H](CCSC)NC(=O)[C@H](CCC(N)=O)NC(=O)[C@H](CCCCN)NC(=O)[C@H](CCCN=C(N)N)NC(=O)[C@H](CC(C)C)NC(=O)[C@H](CCCN=C(N)N)NC(=O)C(NC(=O)[C@H](Cc1ccc(O)cc1)NC(=O)[C@H](CC(N)=O)NC(=O)[C@H](CC(=O)O)NC(=O)[C@@H](NC(=O)[C@H](Cc1ccccc1)NC(=O)[C@@H](NC(=O)[C@H](C)NC(=O)[C@H](CC(=O)O)NC(=O)[C@H](CO)NC(=O)[C@@H](N)Cc1cnc[nH]1)C(C)C)[C@@H](C)O)[C@@H](C)O)C(C)C)C(=O)N[C@@H](CC(C)C)C(=O)N[C@@H](CC(N)=O)C(N)=O. The target protein (P35000) has sequence MRASVVLTCYCWLLVRVSSIHPECRFHLEIQEEETKCAELLSSQMENHRACSGVWDNITCWRPADIGETVTVPCPKVFSNFYSRPGNISKNCTSDGWSETFPDFIDACGYNDPEDESKITFYILVKAIYTLGYSVSLMSLTTGSIIICLFRKLHCTRNYIHLNLFLSFMLRAISVLVKDSVLYSSSGTLRCHDQPGSWVGCKLSLVFFQYCIMANFYWLLVEGLYLHTLLVAILPPSRCFLAYLLIGWGIPSVCIGAWIATRLSLEDTGCWDTNDHSIPWWVIRMPILISIVVNFALFISIVRILLQKLTSPDVGGNDQSQYKRLAKSTLLLIPLFGVHYMVFAAFPIGISSTYQILFELCVGSFQGLVVAVLYCFLNSEVQCELKRRWRGLCLTQPGSRDYRLHSWSMSRNGSESALQIHRGSRTQSFLQSETSVI. The pKi is 8.5.